From a dataset of Peptide-MHC class II binding affinity with 134,281 pairs from IEDB. Regression. Given a peptide amino acid sequence and an MHC pseudo amino acid sequence, predict their binding affinity value. This is MHC class II binding data. The peptide sequence is INVPTAAAIAYGLDR. The MHC is HLA-DQA10501-DQB10301 with pseudo-sequence HLA-DQA10501-DQB10301. The binding affinity (normalized) is 0.686.